Dataset: Tyrosyl-DNA phosphodiesterase HTS with 341,365 compounds. Task: Binary Classification. Given a drug SMILES string, predict its activity (active/inactive) in a high-throughput screening assay against a specified biological target. (1) The drug is BrC1C2(C(C(CC2)(C1=O)C)(C)C)C(=O)N1CCN(CC1)CC. The result is 0 (inactive). (2) The molecule is Clc1c(cccc1)/C=N\NC(=O)Cn1nc(nn1)N. The result is 0 (inactive). (3) The compound is O(c1c(C(C)C)ccc(c1)C)CC(=O)N\N=C1\CCCC(=O)C1. The result is 0 (inactive). (4) The result is 0 (inactive). The molecule is S(=O)(=O)(c1cn(c2c(c1=O)cc1OCOc1c2)CC(=O)Nc1ccc(F)cc1)c1ccc(cc1)C. (5) The drug is O=C(NCCC)c1c(NC(=O)NCCCC)cccc1. The result is 0 (inactive). (6) The drug is S(=O)(=O)(N(c1c(C(=O)Nc2c(C(=O)NCCOC)cccc2)cccc1)C)c1ccccc1. The result is 0 (inactive). (7) The molecule is O(CC(N)C(=O)c1ccccc1)C(=O)C. The result is 0 (inactive).